This data is from Forward reaction prediction with 1.9M reactions from USPTO patents (1976-2016). The task is: Predict the product of the given reaction. Given the reactants [S:1]1[CH:5]=[CH:4][N:3]=[CH:2]1.I[C:7]1[CH:12]=[CH:11][CH:10]=[CH:9][CH:8]=1.C([O-])(=O)C.[K+], predict the reaction product. The product is: [C:7]1([C:5]2[S:1][CH:2]=[N:3][CH:4]=2)[CH:12]=[CH:11][CH:10]=[CH:9][CH:8]=1.